From a dataset of Forward reaction prediction with 1.9M reactions from USPTO patents (1976-2016). Predict the product of the given reaction. (1) Given the reactants [Br:1][C:2]1[CH:3]=[C:4]([NH2:12])[CH:5]=[C:6]2[C:10]=1[N:9]([CH3:11])[CH:8]=[CH:7]2.Cl[C:14]1[N:22]=[CH:21][C:20]([CH:23]2[CH2:25][CH2:24]2)=[CH:19][C:15]=1[C:16]([OH:18])=[O:17].O.C1(C)C=CC(S(O)(=O)=O)=CC=1.Cl.[OH-].[Na+], predict the reaction product. The product is: [Br:1][C:2]1[CH:3]=[C:4]([NH:12][C:14]2[N:22]=[CH:21][C:20]([CH:23]3[CH2:24][CH2:25]3)=[CH:19][C:15]=2[C:16]([OH:18])=[O:17])[CH:5]=[C:6]2[C:10]=1[N:9]([CH3:11])[CH:8]=[CH:7]2. (2) Given the reactants [CH:1]([C:4]1[CH:5]=[C:6]([CH:18]=[CH:19][C:20]=1[O:21][CH3:22])[O:7][C:8]1[C:15]([Cl:16])=[CH:14][C:11]([CH:12]=O)=[CH:10][C:9]=1[Cl:17])([CH3:3])[CH3:2].Cl.[OH:24][NH2:25].C(OCC)(=O)C, predict the reaction product. The product is: [CH:1]([C:4]1[CH:5]=[C:6]([CH:18]=[CH:19][C:20]=1[O:21][CH3:22])[O:7][C:8]1[C:15]([Cl:16])=[CH:14][C:11]([CH:12]=[N:25][OH:24])=[CH:10][C:9]=1[Cl:17])([CH3:3])[CH3:2].